Dataset: NCI-60 drug combinations with 297,098 pairs across 59 cell lines. Task: Regression. Given two drug SMILES strings and cell line genomic features, predict the synergy score measuring deviation from expected non-interaction effect. (1) Drug 1: C1C(C(OC1N2C=NC3=C(N=C(N=C32)Cl)N)CO)O. Drug 2: CCCCC(=O)OCC(=O)C1(CC(C2=C(C1)C(=C3C(=C2O)C(=O)C4=C(C3=O)C=CC=C4OC)O)OC5CC(C(C(O5)C)O)NC(=O)C(F)(F)F)O. Cell line: MALME-3M. Synergy scores: CSS=37.7, Synergy_ZIP=-3.70, Synergy_Bliss=0.0184, Synergy_Loewe=-5.09, Synergy_HSA=0.662. (2) Drug 1: CC12CCC3C(C1CCC2=O)CC(=C)C4=CC(=O)C=CC34C. Drug 2: C1=CC(=CC=C1CC(C(=O)O)N)N(CCCl)CCCl.Cl. Cell line: M14. Synergy scores: CSS=17.3, Synergy_ZIP=1.90, Synergy_Bliss=4.67, Synergy_Loewe=-4.51, Synergy_HSA=2.73. (3) Drug 1: CC1=C2C(C(=O)C3(C(CC4C(C3C(C(C2(C)C)(CC1OC(=O)C(C(C5=CC=CC=C5)NC(=O)OC(C)(C)C)O)O)OC(=O)C6=CC=CC=C6)(CO4)OC(=O)C)OC)C)OC. Drug 2: C1CC(=O)NC(=O)C1N2CC3=C(C2=O)C=CC=C3N. Cell line: NCI/ADR-RES. Synergy scores: CSS=3.43, Synergy_ZIP=-3.45, Synergy_Bliss=-5.15, Synergy_Loewe=-4.71, Synergy_HSA=-3.25. (4) Drug 1: C1CC(=O)NC(=O)C1N2CC3=C(C2=O)C=CC=C3N. Drug 2: CC1=CC2C(CCC3(C2CCC3(C(=O)C)OC(=O)C)C)C4(C1=CC(=O)CC4)C. Cell line: HCC-2998. Synergy scores: CSS=-0.654, Synergy_ZIP=2.86, Synergy_Bliss=0.602, Synergy_Loewe=-1.61, Synergy_HSA=-2.35. (5) Drug 1: CC12CCC3C(C1CCC2=O)CC(=C)C4=CC(=O)C=CC34C. Drug 2: C(CCl)NC(=O)N(CCCl)N=O. Cell line: NCI-H460. Synergy scores: CSS=10.8, Synergy_ZIP=-9.55, Synergy_Bliss=-14.4, Synergy_Loewe=-18.5, Synergy_HSA=-12.3.